This data is from Cav3 T-type calcium channel HTS with 100,875 compounds. The task is: Binary Classification. Given a drug SMILES string, predict its activity (active/inactive) in a high-throughput screening assay against a specified biological target. (1) The molecule is S1C(Cc2nc(SCC(=O)Nc3c(F)cccc3)n(c(=O)c12)CC)C. The result is 0 (inactive). (2) The result is 0 (inactive). The compound is o1c(c2nc3c(nc2c2occc2)ccc(c3)C(=O)Nc2ccc(cc2)C(=O)C)ccc1. (3) The drug is Clc1c(n2[n+]([O-])c3CCc4nonc4c3n2)cccc1. The result is 0 (inactive). (4) The result is 0 (inactive). The compound is S(=O)(=O)(N(CC(=O)NCCc1ccccc1)c1c(OC)cccc1)C. (5) The molecule is FC(F)(F)COc1c(cc(OCC(F)(F)F)cc1)C(=O)NOCC(O)=O. The result is 0 (inactive). (6) The molecule is O=C(Nc1ccc(OCc2ccccc2)cc1)CCN1CCN(CC1)C. The result is 0 (inactive). (7) The compound is O=C1Nc2n(c(=O)n(c(=O)c2C1CC(=O)Nc1c(OC)cccc1)C)C. The result is 0 (inactive). (8) The drug is S(=O)(=O)(Nc1cc(NC(=O)C)ccc1)c1ccc(OC)cc1. The result is 0 (inactive). (9) The drug is FC(F)(F)c1n2ncc(c2nc(c1)c1occc1)C(=O)Nc1cc2OCOc2cc1. The result is 0 (inactive). (10) The compound is s1cc(c2n(C3CC3)cc3c(c2)=CC(=O)C(OC(=O)C2CCCC2)(C3=O)C)cc1. The result is 0 (inactive).